From a dataset of NCI-60 drug combinations with 297,098 pairs across 59 cell lines. Regression. Given two drug SMILES strings and cell line genomic features, predict the synergy score measuring deviation from expected non-interaction effect. (1) Drug 1: COCCOC1=C(C=C2C(=C1)C(=NC=N2)NC3=CC=CC(=C3)C#C)OCCOC. Drug 2: CC(C)(C#N)C1=CC=C(C=C1)N2C3=C4C=C(C=CC4=NC=C3N(C2=O)C)C5=CC6=CC=CC=C6N=C5. Cell line: HT29. Synergy scores: CSS=65.5, Synergy_ZIP=9.98, Synergy_Bliss=10.1, Synergy_Loewe=12.4, Synergy_HSA=15.3. (2) Drug 1: CN1C(=O)N2C=NC(=C2N=N1)C(=O)N. Drug 2: CC(C)(C#N)C1=CC(=CC(=C1)CN2C=NC=N2)C(C)(C)C#N. Cell line: HOP-62. Synergy scores: CSS=-1.39, Synergy_ZIP=1.36, Synergy_Bliss=-4.55, Synergy_Loewe=-3.50, Synergy_HSA=-6.10. (3) Drug 1: CS(=O)(=O)CCNCC1=CC=C(O1)C2=CC3=C(C=C2)N=CN=C3NC4=CC(=C(C=C4)OCC5=CC(=CC=C5)F)Cl. Drug 2: C(CCl)NC(=O)N(CCCl)N=O. Cell line: COLO 205. Synergy scores: CSS=6.39, Synergy_ZIP=-4.04, Synergy_Bliss=-3.03, Synergy_Loewe=-3.13, Synergy_HSA=-1.36. (4) Drug 1: COC1=NC(=NC2=C1N=CN2C3C(C(C(O3)CO)O)O)N. Drug 2: CN(C(=O)NC(C=O)C(C(C(CO)O)O)O)N=O. Cell line: KM12. Synergy scores: CSS=7.23, Synergy_ZIP=-3.66, Synergy_Bliss=-2.27, Synergy_Loewe=2.31, Synergy_HSA=-2.24.